Dataset: Forward reaction prediction with 1.9M reactions from USPTO patents (1976-2016). Task: Predict the product of the given reaction. (1) The product is: [F:13][C:10]1[CH:11]=[CH:12][C:4]([N+:1]([O-:3])=[O:2])=[C:5]([NH:15][C:16]2[CH:17]=[C:18]3[C:22](=[CH:23][CH:24]=2)[NH:21][N:20]=[CH:19]3)[C:6]=1[C:7]([OH:9])=[O:8]. Given the reactants [N+:1]([C:4]1[C:5](F)=[C:6]([C:10]([F:13])=[CH:11][CH:12]=1)[C:7]([OH:9])=[O:8])([O-:3])=[O:2].[NH2:15][C:16]1[CH:17]=[C:18]2[C:22](=[CH:23][CH:24]=1)[NH:21][N:20]=[CH:19]2.Cl.Cl.O, predict the reaction product. (2) Given the reactants [NH2:1][C:2]1[CH:7]=[C:6]([Cl:8])[N:5]=[C:4]([Cl:9])[N:3]=1.[Br:10]N1C(=O)CCC1=O.O, predict the reaction product. The product is: [Br:10][C:7]1[C:2]([NH2:1])=[N:3][C:4]([Cl:9])=[N:5][C:6]=1[Cl:8].